The task is: Predict the product of the given reaction.. This data is from Forward reaction prediction with 1.9M reactions from USPTO patents (1976-2016). Given the reactants [CH:1]1[C:11]2[CH2:10][C:9]3([CH2:15][CH2:14][CH:13]([N:16]4[CH2:21][CH2:20][CH2:19][CH:18]([C:22]([O:24]CC)=[O:23])[CH2:17]4)[CH2:12]3)[C:8]3[CH:27]=[CH:28][CH:29]=[CH:30][C:7]=3[CH2:6][C:5]=2[CH:4]=[CH:3][CH:2]=1.[OH-].[K+], predict the reaction product. The product is: [CH:1]1[C:11]2[CH2:10][C:9]3([CH2:15][CH2:14][CH:13]([N:16]4[CH2:21][CH2:20][CH2:19][CH:18]([C:22]([OH:24])=[O:23])[CH2:17]4)[CH2:12]3)[C:8]3[CH:27]=[CH:28][CH:29]=[CH:30][C:7]=3[CH2:6][C:5]=2[CH:4]=[CH:3][CH:2]=1.